From a dataset of Forward reaction prediction with 1.9M reactions from USPTO patents (1976-2016). Predict the product of the given reaction. (1) The product is: [CH3:1][N:2]1[C:10]2[CH:9]=[CH:8][CH:7]=[CH:6][C:5]=2[C:4]2[CH2:11][N:12]([CH2:17][CH2:16][C:15]#[N:18])[CH2:13][CH2:14][C:3]1=2. Given the reactants [CH3:1][N:2]1[C:10]2[CH:9]=[CH:8][CH:7]=[CH:6][C:5]=2[C:4]2[CH2:11][NH:12][CH2:13][CH2:14][C:3]1=2.[C:15](#[N:18])[CH:16]=[CH2:17], predict the reaction product. (2) Given the reactants [C:1]([O:5][C:6]([N:8]([C:32]([O:34][C:35]([CH3:38])([CH3:37])[CH3:36])=[O:33])[C:9]1[C:10]([C:16]2[N:17]([C:25]([O:27][C:28]([CH3:31])([CH3:30])[CH3:29])=[O:26])[C:18]3[C:23]([CH:24]=2)=[CH:22][CH:21]=[CH:20][CH:19]=3)=[N:11][C:12](Br)=[CH:13][N:14]=1)=[O:7])([CH3:4])([CH3:3])[CH3:2].[NH:39]1[CH2:44][CH2:43][NH:42][CH2:41][CH2:40]1, predict the reaction product. The product is: [C:1]([O:5][C:6]([N:8]([C:32]([O:34][C:35]([CH3:38])([CH3:37])[CH3:36])=[O:33])[C:9]1[C:10]([C:16]2[N:17]([C:25]([O:27][C:28]([CH3:31])([CH3:30])[CH3:29])=[O:26])[C:18]3[C:23]([CH:24]=2)=[CH:22][CH:21]=[CH:20][CH:19]=3)=[N:11][C:12]([N:39]2[CH2:44][CH2:43][NH:42][CH2:41][CH2:40]2)=[CH:13][N:14]=1)=[O:7])([CH3:4])([CH3:3])[CH3:2]. (3) Given the reactants Br[C:2]1[CH:7]=[CH:6][C:5]([CH2:8][C@@H:9]([NH:21][C:22]([O:24][C:25]([CH3:28])([CH3:27])[CH3:26])=[O:23])[CH2:10][C:11]([O:13][CH2:14][C:15]2[CH:20]=[CH:19][CH:18]=[CH:17][CH:16]=2)=[O:12])=[CH:4][CH:3]=1.[Cl:29][C:30]1[CH:31]=[C:32](B(O)O)[CH:33]=[CH:34][CH:35]=1, predict the reaction product. The product is: [C:25]([O:24][C:22]([NH:21][C@H:9]([CH2:8][C:5]1[CH:6]=[CH:7][C:2]([C:34]2[CH:33]=[CH:32][CH:31]=[C:30]([Cl:29])[CH:35]=2)=[CH:3][CH:4]=1)[CH2:10][C:11]([O:13][CH2:14][C:15]1[CH:20]=[CH:19][CH:18]=[CH:17][CH:16]=1)=[O:12])=[O:23])([CH3:28])([CH3:27])[CH3:26].